Dataset: NCI-60 drug combinations with 297,098 pairs across 59 cell lines. Task: Regression. Given two drug SMILES strings and cell line genomic features, predict the synergy score measuring deviation from expected non-interaction effect. (1) Drug 1: C1=NC2=C(N=C(N=C2N1C3C(C(C(O3)CO)O)O)F)N. Drug 2: C1C(C(OC1N2C=NC(=NC2=O)N)CO)O. Cell line: COLO 205. Synergy scores: CSS=29.4, Synergy_ZIP=0.813, Synergy_Bliss=0.0463, Synergy_Loewe=0.536, Synergy_HSA=4.20. (2) Drug 1: CC(C1=C(C=CC(=C1Cl)F)Cl)OC2=C(N=CC(=C2)C3=CN(N=C3)C4CCNCC4)N. Drug 2: CCN(CC)CCCC(C)NC1=C2C=C(C=CC2=NC3=C1C=CC(=C3)Cl)OC. Cell line: HOP-92. Synergy scores: CSS=31.8, Synergy_ZIP=-10.3, Synergy_Bliss=-7.05, Synergy_Loewe=-7.73, Synergy_HSA=-4.91. (3) Drug 2: CNC(=O)C1=NC=CC(=C1)OC2=CC=C(C=C2)NC(=O)NC3=CC(=C(C=C3)Cl)C(F)(F)F. Synergy scores: CSS=-4.34, Synergy_ZIP=5.57, Synergy_Bliss=3.47, Synergy_Loewe=-1.55, Synergy_HSA=-2.53. Drug 1: C(=O)(N)NO. Cell line: SF-539. (4) Drug 1: C#CCC(CC1=CN=C2C(=N1)C(=NC(=N2)N)N)C3=CC=C(C=C3)C(=O)NC(CCC(=O)O)C(=O)O. Drug 2: C1=NNC2=C1C(=O)NC=N2. Cell line: U251. Synergy scores: CSS=51.9, Synergy_ZIP=-1.57, Synergy_Bliss=-1.16, Synergy_Loewe=-70.0, Synergy_HSA=-1.25. (5) Drug 1: CC1=C2C(C(=O)C3(C(CC4C(C3C(C(C2(C)C)(CC1OC(=O)C(C(C5=CC=CC=C5)NC(=O)OC(C)(C)C)O)O)OC(=O)C6=CC=CC=C6)(CO4)OC(=O)C)OC)C)OC. Drug 2: CS(=O)(=O)C1=CC(=C(C=C1)C(=O)NC2=CC(=C(C=C2)Cl)C3=CC=CC=N3)Cl. Cell line: NCIH23. Synergy scores: CSS=60.7, Synergy_ZIP=15.0, Synergy_Bliss=13.9, Synergy_Loewe=-15.8, Synergy_HSA=14.1.